From a dataset of Full USPTO retrosynthesis dataset with 1.9M reactions from patents (1976-2016). Predict the reactants needed to synthesize the given product. (1) Given the product [F:8][C:6]1[CH:7]=[C:2]([F:1])[CH:3]=[C:4]2[C:5]=1[CH:12]=[CH:11][C:10](=[O:19])[NH:9]2, predict the reactants needed to synthesize it. The reactants are: [F:1][C:2]1[CH:3]=[C:4]([NH:9][C:10](=[O:19])/[CH:11]=[CH:12]/C2C=CC=CC=2)[CH:5]=[C:6]([F:8])[CH:7]=1.[Cl-].[Cl-].[Cl-].[Al+3].FC1C(F)=C2C(C=CC(=O)N2)=CC=1. (2) Given the product [F:65][CH2:64][CH2:63][O:62][CH2:61][CH2:60][O:59][CH2:58][CH2:57][O:38][C:36]1[CH:37]=[C:32]([C@@H:26]([NH:25][C:24]([C@@H:20]2[CH2:21][CH2:22][CH2:23][N:18]([C:16](=[O:17])[CH2:15][CH2:14][CH:11]3[CH2:10][CH2:9][N:8]([C:6]([O:5][C:1]([CH3:4])([CH3:2])[CH3:3])=[O:7])[CH2:13][CH2:12]3)[CH2:19]2)=[O:39])[CH2:27][C:28]([O:30][CH3:31])=[O:29])[CH:33]=[N:34][CH:35]=1, predict the reactants needed to synthesize it. The reactants are: [C:1]([O:5][C:6]([N:8]1[CH2:13][CH2:12][CH:11]([CH2:14][CH2:15][C:16]([N:18]2[CH2:23][CH2:22][CH2:21][C@@H:20]([C:24](=[O:39])[NH:25][C@H:26]([C:32]3[CH:33]=[N:34][CH:35]=[C:36]([OH:38])[CH:37]=3)[CH2:27][C:28]([O:30][CH3:31])=[O:29])[CH2:19]2)=[O:17])[CH2:10][CH2:9]1)=[O:7])([CH3:4])([CH3:3])[CH3:2].C(=O)([O-])[O-].[Cs+].[Cs+].CC1C=CC(S(O[CH2:57][CH2:58][O:59][CH2:60][CH2:61][O:62][CH2:63][CH2:64][F:65])(=O)=O)=CC=1.C1(C)C=CC=CC=1. (3) Given the product [Cl:1][C:2]1[CH:3]=[CH:4][C:5]([CH2:11][O:12][C:13]2[CH:14]=[N:15][CH:16]=[C:17]([F:19])[CH:18]=2)=[C:6]([CH:10]=1)[C:7]([NH:21][C@H:22]([C:24]1[CH:33]=[CH:32][C:27]([C:28]([O:30][CH3:31])=[O:29])=[CH:26][CH:25]=1)[CH3:23])=[O:9], predict the reactants needed to synthesize it. The reactants are: [Cl:1][C:2]1[CH:3]=[CH:4][C:5]([CH2:11][O:12][C:13]2[CH:14]=[N:15][CH:16]=[C:17]([F:19])[CH:18]=2)=[C:6]([CH:10]=1)[C:7]([OH:9])=O.Cl.[NH2:21][C@H:22]([C:24]1[CH:33]=[CH:32][C:27]([C:28]([O:30][CH3:31])=[O:29])=[CH:26][CH:25]=1)[CH3:23].